Dataset: NCI-60 drug combinations with 297,098 pairs across 59 cell lines. Task: Regression. Given two drug SMILES strings and cell line genomic features, predict the synergy score measuring deviation from expected non-interaction effect. (1) Drug 1: CC1CCC2CC(C(=CC=CC=CC(CC(C(=O)C(C(C(=CC(C(=O)CC(OC(=O)C3CCCCN3C(=O)C(=O)C1(O2)O)C(C)CC4CCC(C(C4)OC)OCCO)C)C)O)OC)C)C)C)OC. Drug 2: C1CN1C2=NC(=NC(=N2)N3CC3)N4CC4. Cell line: RXF 393. Synergy scores: CSS=17.4, Synergy_ZIP=-6.10, Synergy_Bliss=0.317, Synergy_Loewe=-8.67, Synergy_HSA=1.01. (2) Drug 1: CC1=C2C(C(=O)C3(C(CC4C(C3C(C(C2(C)C)(CC1OC(=O)C(C(C5=CC=CC=C5)NC(=O)C6=CC=CC=C6)O)O)OC(=O)C7=CC=CC=C7)(CO4)OC(=O)C)O)C)OC(=O)C. Drug 2: C#CCC(CC1=CN=C2C(=N1)C(=NC(=N2)N)N)C3=CC=C(C=C3)C(=O)NC(CCC(=O)O)C(=O)O. Cell line: UACC62. Synergy scores: CSS=60.9, Synergy_ZIP=6.29, Synergy_Bliss=1.39, Synergy_Loewe=-24.7, Synergy_HSA=-0.0900. (3) Drug 1: C1=CC(=CC=C1C#N)C(C2=CC=C(C=C2)C#N)N3C=NC=N3. Drug 2: C1C(C(OC1N2C=NC3=C2NC=NCC3O)CO)O. Cell line: CAKI-1. Synergy scores: CSS=-3.73, Synergy_ZIP=1.21, Synergy_Bliss=-1.52, Synergy_Loewe=-2.54, Synergy_HSA=-4.58. (4) Drug 1: C1=CC=C(C(=C1)C(C2=CC=C(C=C2)Cl)C(Cl)Cl)Cl. Drug 2: C(CN)CNCCSP(=O)(O)O. Cell line: HOP-62. Synergy scores: CSS=1.67, Synergy_ZIP=-3.70, Synergy_Bliss=-7.21, Synergy_Loewe=0.181, Synergy_HSA=-4.96. (5) Drug 1: C1=CC(=CC=C1CCCC(=O)O)N(CCCl)CCCl. Drug 2: CN1C(=O)N2C=NC(=C2N=N1)C(=O)N. Cell line: HS 578T. Synergy scores: CSS=9.40, Synergy_ZIP=-3.38, Synergy_Bliss=-6.63, Synergy_Loewe=-11.2, Synergy_HSA=-7.66. (6) Drug 1: CC1C(C(=O)NC(C(=O)N2CCCC2C(=O)N(CC(=O)N(C(C(=O)O1)C(C)C)C)C)C(C)C)NC(=O)C3=C4C(=C(C=C3)C)OC5=C(C(=O)C(=C(C5=N4)C(=O)NC6C(OC(=O)C(N(C(=O)CN(C(=O)C7CCCN7C(=O)C(NC6=O)C(C)C)C)C)C(C)C)C)N)C. Drug 2: C1CN1P(=S)(N2CC2)N3CC3. Cell line: SNB-19. Synergy scores: CSS=16.9, Synergy_ZIP=-3.62, Synergy_Bliss=1.67, Synergy_Loewe=0.572, Synergy_HSA=1.32. (7) Drug 1: CCC1(CC2CC(C3=C(CCN(C2)C1)C4=CC=CC=C4N3)(C5=C(C=C6C(=C5)C78CCN9C7C(C=CC9)(C(C(C8N6C=O)(C(=O)OC)O)OC(=O)C)CC)OC)C(=O)OC)O.OS(=O)(=O)O. Drug 2: CN(CCCl)CCCl.Cl. Cell line: MALME-3M. Synergy scores: CSS=12.5, Synergy_ZIP=-6.25, Synergy_Bliss=-0.995, Synergy_Loewe=-1.52, Synergy_HSA=0.307.